Dataset: Reaction yield outcomes from USPTO patents with 853,638 reactions. Task: Predict the reaction yield, written as a fraction of the theoretical maximum amount of product (1.0 means a 100% yield; for example, 0.34 means a 34% yield). (1) The reactants are C([O:3][C:4](=[O:39])[C:5]1[CH:10]=[CH:9][C:8]([NH:11][C:12](=[O:38])[CH:13]([N:20]2[C:24]3[CH:25]=[C:26]([F:30])[C:27]([F:29])=[CH:28][C:23]=3[N:22]=[C:21]2[C:31]2[CH:36]=[CH:35][C:34]([Cl:37])=[CH:33][CH:32]=2)[CH:14]2[CH2:19][CH2:18][CH2:17][CH2:16][CH2:15]2)=[CH:7][CH:6]=1)C.O.[OH-].[Li+].Cl. The catalyst is O1CCOCC1.O. The product is [Cl:37][C:34]1[CH:33]=[CH:32][C:31]([C:21]2[N:20]([CH:13]([CH:14]3[CH2:19][CH2:18][CH2:17][CH2:16][CH2:15]3)[C:12]([NH:11][C:8]3[CH:9]=[CH:10][C:5]([C:4]([OH:39])=[O:3])=[CH:6][CH:7]=3)=[O:38])[C:24]3[CH:25]=[C:26]([F:30])[C:27]([F:29])=[CH:28][C:23]=3[N:22]=2)=[CH:36][CH:35]=1. The yield is 0.990. (2) The reactants are [CH3:1][C:2]1[N:7]=[C:6]2[S:8][C:9]3[CH2:14][CH2:13][CH2:12][CH2:11][C:10]=3[C:5]2=[C:4]([C:15]2[CH:20]=[CH:19][C:18]([F:21])=[CH:17][CH:16]=2)[C:3]=1[CH2:22][C:23]([O:25][CH3:26])=[O:24].[Li+].C[Si]([N-][Si](C)(C)C)(C)C.[CH2:37]1[CH2:41]OC[CH2:38]1.ICCC. The catalyst is CN(C=O)C. The product is [CH3:1][C:2]1[N:7]=[C:6]2[S:8][C:9]3[CH2:14][CH2:13][CH2:12][CH2:11][C:10]=3[C:5]2=[C:4]([C:15]2[CH:16]=[CH:17][C:18]([F:21])=[CH:19][CH:20]=2)[C:3]=1[CH:22]([CH2:38][CH2:37][CH3:41])[C:23]([O:25][CH3:26])=[O:24]. The yield is 0.850. (3) The reactants are Cl[C:2]1[CH:7]=[C:6]([F:8])[CH:5]=[CH:4][N:3]=1.[C:9](=[O:16])([O:11][C:12]([CH3:15])([CH3:14])[CH3:13])[NH2:10].[OH-].[Na+].O. The catalyst is O1CCOCC1.C([O-])(=O)C.[Pd+2].C([O-])(=O)C.C1(P(C2C=CC=CC=2)C2C3OC4C(=CC=CC=4P(C4C=CC=CC=4)C4C=CC=CC=4)C(C)(C)C=3C=CC=2)C=CC=CC=1. The product is [C:12]([O:11][C:9](=[O:16])[NH:10][C:2]1[CH:7]=[C:6]([F:8])[CH:5]=[CH:4][N:3]=1)([CH3:15])([CH3:14])[CH3:13]. The yield is 0.795. (4) The reactants are [Br:1][C:2]1[CH:7]=[CH:6][N:5]=[C:4](F)[CH:3]=1.[F:9][CH2:10][CH2:11][CH2:12][OH:13].CC(C)([O-])C.[K+]. The catalyst is C1COCC1. The product is [Br:1][C:2]1[CH:7]=[CH:6][N:5]=[C:4]([O:13][CH2:12][CH2:11][CH2:10][F:9])[CH:3]=1. The yield is 0.690. (5) The yield is 0.640. The catalyst is C(Cl)Cl.CN(C=O)C. The reactants are Cl.Cl.[CH:3]1([O:8][C:9]2[CH:10]=[C:11]([N:17]3[CH2:22][CH2:21][NH:20][C@@H:19]([CH2:23][N:24]4[CH2:28][CH2:27][CH2:26][CH2:25]4)[CH2:18]3)[CH:12]=[CH:13][C:14]=2[O:15][CH3:16])[CH2:7][CH2:6][CH2:5][CH2:4]1.C(N(C(C)C)CC)(C)C.[CH3:38][C:39]1[NH:43][N:42]=[C:41]([CH2:44][C:45](O)=[O:46])[N:40]=1.CN(C(ON1N=NC2C=CC=CC1=2)=[N+](C)C)C.F[P-](F)(F)(F)(F)F. The product is [CH:3]1([O:8][C:9]2[CH:10]=[C:11]([N:17]3[CH2:22][CH2:21][N:20]([C:45](=[O:46])[CH2:44][C:41]4[N:40]=[C:39]([CH3:38])[NH:43][N:42]=4)[C@@H:19]([CH2:23][N:24]4[CH2:25][CH2:26][CH2:27][CH2:28]4)[CH2:18]3)[CH:12]=[CH:13][C:14]=2[O:15][CH3:16])[CH2:7][CH2:6][CH2:5][CH2:4]1.